Dataset: Peptide-MHC class II binding affinity with 134,281 pairs from IEDB. Task: Regression. Given a peptide amino acid sequence and an MHC pseudo amino acid sequence, predict their binding affinity value. This is MHC class II binding data. The peptide sequence is SYDGVSEDTDDDD. The MHC is HLA-DQA10501-DQB10301 with pseudo-sequence HLA-DQA10501-DQB10301. The binding affinity (normalized) is 0.139.